Dataset: Forward reaction prediction with 1.9M reactions from USPTO patents (1976-2016). Task: Predict the product of the given reaction. (1) Given the reactants [C:1]1([S:7](Cl)(=[O:9])=[O:8])[CH:6]=[CH:5][CH:4]=[CH:3][CH:2]=1.[NH2:11][C:12]1[CH:21]=[CH:20][C:19]([OH:22])=[CH:18][C:13]=1[C:14]([O:16][CH3:17])=[O:15].O, predict the reaction product. The product is: [OH:22][C:19]1[CH:20]=[CH:21][C:12]([NH:11][S:7]([C:1]2[CH:6]=[CH:5][CH:4]=[CH:3][CH:2]=2)(=[O:9])=[O:8])=[C:13]([CH:18]=1)[C:14]([O:16][CH3:17])=[O:15]. (2) The product is: [CH2:1]=[C:7]([CH2:8][CH2:9][CH2:10][CH2:11][CH2:12][CH3:13])[CH:6]=[O:14]. Given the reactants [C:1](O)(=O)C.O.[CH:6](=[O:14])[CH2:7][CH2:8][CH2:9][CH2:10][CH2:11][CH2:12][CH3:13], predict the reaction product. (3) Given the reactants [Br:1][C:2]1[N:6]2[N:7]=[C:8](Cl)[CH:9]=[CH:10][C:5]2=[N:4][CH:3]=1.[CH2:12]([N:14]([CH2:18][CH3:19])[CH2:15][CH2:16][NH2:17])[CH3:13].C(Cl)Cl.CO.[NH4+].[OH-], predict the reaction product. The product is: [Br:1][C:2]1[N:6]2[N:7]=[C:8]([NH:17][CH2:16][CH2:15][N:14]([CH2:18][CH3:19])[CH2:12][CH3:13])[CH:9]=[CH:10][C:5]2=[N:4][CH:3]=1. (4) Given the reactants Cl[C:2]1[CH:7]=[N:6][CH:5]=[C:4]([Cl:8])[N:3]=1.C(=O)([O-])[O-].[Na+].[Na+].[Cl:15][C:16]1[CH:21]=[CH:20][C:19](B(O)O)=[CH:18][CH:17]=1, predict the reaction product. The product is: [Cl:8][C:4]1[CH:5]=[N:6][CH:7]=[C:2]([C:19]2[CH:20]=[CH:21][C:16]([Cl:15])=[CH:17][CH:18]=2)[N:3]=1. (5) The product is: [Br:10][C:11]1[CH:21]=[CH:20][C:14]([C:15]2[NH:19][C:6]([CH:1]3[CH2:5][CH2:4][CH2:3][CH2:2]3)=[N:8][N:9]=2)=[CH:13][CH:12]=1. Given the reactants [CH:1]1([C:6]([NH:8][NH2:9])=O)[CH2:5][CH2:4][CH2:3][CH2:2]1.[Br:10][C:11]1[CH:21]=[CH:20][C:14]([C:15](=[NH:19])OCC)=[CH:13][CH:12]=1.CCN(CC)CC, predict the reaction product. (6) Given the reactants [F:1][C:2]1[C:7](B(O)O)=[CH:6][CH:5]=[CH:4][N:3]=1.[Br:11][C:12]1[CH:13]=[C:14]2[C@@:25]3([N:30]=[C:29]([NH2:31])[CH2:28][O:27][CH2:26]3)[C:24]3[C:19](=[CH:20][CH:21]=[C:22](I)[CH:23]=3)[O:18][C:15]2=[N:16][CH:17]=1.C(=O)([O-])[O-].[K+].[K+].O1CCOCC1, predict the reaction product. The product is: [Br:11][C:12]1[CH:13]=[C:14]2[C@@:25]3([N:30]=[C:29]([NH2:31])[CH2:28][O:27][CH2:26]3)[C:24]3[C:19](=[CH:20][CH:21]=[C:22]([C:7]4[C:2]([F:1])=[N:3][CH:4]=[CH:5][CH:6]=4)[CH:23]=3)[O:18][C:15]2=[N:16][CH:17]=1.